From a dataset of Peptide-MHC class I binding affinity with 185,985 pairs from IEDB/IMGT. Regression. Given a peptide amino acid sequence and an MHC pseudo amino acid sequence, predict their binding affinity value. This is MHC class I binding data. (1) The peptide sequence is HHIWQNLL. The MHC is HLA-B51:01 with pseudo-sequence HLA-B51:01. The binding affinity (normalized) is 0.109. (2) The peptide sequence is NILGGVLHT. The MHC is HLA-A02:03 with pseudo-sequence HLA-A02:03. The binding affinity (normalized) is 0.0820.